Dataset: Catalyst prediction with 721,799 reactions and 888 catalyst types from USPTO. Task: Predict which catalyst facilitates the given reaction. (1) Reactant: [Na+].[OH:2][C@H:3]1[CH2:8][NH:7][CH2:6][C@@H:5]([C:9]([O-:11])=[O:10])[CH2:4]1.Cl[C:13]([O:15][CH2:16][C:17]1[CH:22]=[CH:21][CH:20]=[CH:19][CH:18]=1)=[O:14]. Product: [OH:2][C@H:3]1[CH2:8][N:7]([C:13]([O:15][CH2:16][C:17]2[CH:22]=[CH:21][CH:20]=[CH:19][CH:18]=2)=[O:14])[CH2:6][C@@H:5]([C:9]([OH:11])=[O:10])[CH2:4]1. The catalyst class is: 74. (2) Reactant: [CH3:1][C:2]1[N:7]=[C:6]([SH:8])[N:5]=[C:4]([OH:9])[CH:3]=1.C(=O)([O-])[O-].[K+].[K+].Cl.Cl[CH2:18][C:19]1[N:23]([CH:24]2[CH2:29][CH2:28][CH2:27][CH2:26][CH2:25]2)[CH:22]=[N:21][CH:20]=1. Product: [CH:24]1([N:23]2[C:19]([CH2:18][S:8][C:6]3[N:5]=[C:4]([OH:9])[CH:3]=[C:2]([CH3:1])[N:7]=3)=[CH:20][N:21]=[CH:22]2)[CH2:25][CH2:26][CH2:27][CH2:28][CH2:29]1. The catalyst class is: 3. (3) Reactant: [C:1]([O:5][C:6](=[O:38])[NH:7][CH2:8][CH2:9][S:10][C:11]1[CH:16]=[C:15]([C:17]2[C:21]3[CH2:22][N:23]([S:26]([CH3:29])(=[O:28])=[O:27])[CH2:24][CH2:25][C:20]=3[N:19]([CH2:30][CH:31]3[CH2:33][O:32]3)[N:18]=2)[CH:14]=[CH:13][C:12]=1[C:34]([F:37])([F:36])[F:35])([CH3:4])([CH3:3])[CH3:2].C(OC(=O)NCCSC1C=C(C2[C:59]3[CH2:60][N:61](S(C)(=O)=O)[CH2:62][CH2:63][C:58]=3[NH:57]N=2)C=CC=1C(F)(F)F)(C)(C)C.[CH2:73]([CH:75]1[O:77][CH2:76]1)Cl.[C:78]([O-])([O-])=O.[Cs+].[Cs+]. Product: [C:1]([O:5][C:6](=[O:38])[NH:7][CH2:8][CH2:9][S:10][C:11]1[CH:16]=[C:15]([C:17]2[C:21]3[CH2:22][N:23]([S:26]([CH3:29])(=[O:27])=[O:28])[CH2:24][CH2:25][C:20]=3[N:19]([CH2:30][CH:31]([OH:32])[CH2:33][N:61]3[CH2:60][CH2:59][CH:58]([N:57]4[CH2:78][CH2:73][CH2:75][C:76]4=[O:77])[CH2:63][CH2:62]3)[N:18]=2)[CH:14]=[CH:13][C:12]=1[C:34]([F:37])([F:35])[F:36])([CH3:4])([CH3:3])[CH3:2]. The catalyst class is: 3. (4) Reactant: N#N.[C:3]1([C:9]2[O:13][CH:12]=[N:11][C:10]=2[C:14]([OH:16])=O)[CH:8]=[CH:7][CH:6]=[CH:5][CH:4]=1.C1C=CC2N(O)N=NC=2C=1.C(Cl)CCl.CCN(C(C)C)C(C)C.[CH3:40][O:41][CH2:42][C:43]1[S:44][C:45]([CH2:48][N:49]2[N:53]=[C:52]([NH2:54])[CH:51]=[N:50]2)=[CH:46][N:47]=1. Product: [CH3:40][O:41][CH2:42][C:43]1[S:44][C:45]([CH2:48][N:49]2[N:53]=[C:52]([NH:54][C:14]([C:10]3[N:11]=[CH:12][O:13][C:9]=3[C:3]3[CH:4]=[CH:5][CH:6]=[CH:7][CH:8]=3)=[O:16])[CH:51]=[N:50]2)=[CH:46][N:47]=1. The catalyst class is: 64.